From a dataset of Forward reaction prediction with 1.9M reactions from USPTO patents (1976-2016). Predict the product of the given reaction. (1) Given the reactants COC1C=CC(P2(SP(C3C=CC(OC)=CC=3)(=S)S2)=[S:10])=CC=1.[F:23][C:24]1[CH:25]=[C:26]([N:35]2[CH:39]=[C:38]([CH2:40][NH:41][C:42](=O)[CH3:43])[N:37]=[N:36]2)[CH:27]=[CH:28][C:29]=1[N:30]1[CH:34]=[CH:33][N:32]=[CH:31]1, predict the reaction product. The product is: [F:23][C:24]1[CH:25]=[C:26]([N:35]2[CH:39]=[C:38]([CH2:40][NH:41][C:42](=[S:10])[CH3:43])[N:37]=[N:36]2)[CH:27]=[CH:28][C:29]=1[N:30]1[CH:34]=[CH:33][N:32]=[CH:31]1. (2) Given the reactants C1C=CC(P(C2C=CC=CC=2)C2C=CC=CC=2)=CC=1.N1C=CN=C1.[I:25]I.[CH2:27]([O:34][C:35]1[C:40]([F:41])=[CH:39][C:38]([F:42])=[CH:37][C:36]=1[CH2:43][CH2:44]O)[C:28]1[CH:33]=[CH:32][CH:31]=[CH:30][CH:29]=1, predict the reaction product. The product is: [CH2:27]([O:34][C:35]1[C:36]([CH2:43][CH2:44][I:25])=[CH:37][C:38]([F:42])=[CH:39][C:40]=1[F:41])[C:28]1[CH:33]=[CH:32][CH:31]=[CH:30][CH:29]=1. (3) The product is: [N:8]1[CH:9]=[CH:10][CH:11]=[C:6]([O:5][CH2:4][CH2:3][CH2:2][NH:13][CH3:12])[CH:7]=1. Given the reactants Cl[CH2:2][CH2:3][CH2:4][O:5][C:6]1[CH:7]=[N:8][CH:9]=[CH:10][CH:11]=1.[CH3:12][NH2:13], predict the reaction product. (4) Given the reactants [C:1]([C:3]1[CH:8]=[CH:7][C:6]([CH:9]2[C:18]3[C:17](=[O:19])[CH2:16][CH2:15][CH2:14][C:13]=3[N:12]([C:20]3[CH:25]=[CH:24][CH:23]=[C:22]([C:26](F)([F:28])[F:27])[CH:21]=3)[C:11](=[O:30])[N:10]2[C:31]([NH:33][CH3:34])=[O:32])=[C:5]([S:35]([CH3:38])(=[O:37])=[O:36])[CH:4]=1)#[N:2].[C:39](C1C=CC(C2C3C(=O)CCCC=3N(C3C=CC=C(C(F)F)C=3)C(=O)N2C(OC2C=CC([N+]([O-])=O)=CC=2)=O)=C(S(C)(=O)=O)C=1)#N.C(N)C, predict the reaction product. The product is: [C:1]([C:3]1[CH:8]=[CH:7][C:6]([CH:9]2[C:18]3[C:17](=[O:19])[CH2:16][CH2:15][CH2:14][C:13]=3[N:12]([C:20]3[CH:25]=[CH:24][CH:23]=[C:22]([CH:26]([F:28])[F:27])[CH:21]=3)[C:11](=[O:30])[N:10]2[C:31]([NH:33][CH2:34][CH3:39])=[O:32])=[C:5]([S:35]([CH3:38])(=[O:36])=[O:37])[CH:4]=1)#[N:2]. (5) Given the reactants [CH2:1]([O:3][C:4]([CH:6]1[CH2:15][CH2:14][C:9]2([O:13][CH2:12][CH2:11][O:10]2)[CH2:8][CH2:7]1)=[O:5])[CH3:2].[CH:16]([N-:19]C(C)C)(C)[CH3:17].[Li+].BrCC#N.Cl, predict the reaction product. The product is: [CH2:1]([O:3][C:4]([C:6]1([CH2:17][C:16]#[N:19])[CH2:15][CH2:14][C:9]2([O:10][CH2:11][CH2:12][O:13]2)[CH2:8][CH2:7]1)=[O:5])[CH3:2]. (6) Given the reactants C(NC1N=C2C(N=C(OC)N2CC[C@@H]2CCOC2)=C(N)N=1)CCC.FC(F)(F)C(O)=O.[CH3:32][C@H:33]([O:37][C:38]1[NH:39][C:40]([NH2:49])=[C:41]2[C:45]([N:46]=1)=[N:44][C:43]([O:47][CH3:48])=[N:42]2)[CH2:34][CH2:35][CH3:36].Br[CH2:51][CH2:52][CH2:53][CH:54]1[CH2:58][CH2:57][CH2:56][O:55]1, predict the reaction product. The product is: [CH3:32][C@H:33]([O:37][C:38]1[N:46]=[C:45]2[C:41]([N:42]=[C:43]([O:47][CH3:48])[N:44]2[CH2:51][CH2:52][CH2:53][CH:54]2[CH2:58][CH2:57][CH2:56][O:55]2)=[C:40]([NH2:49])[N:39]=1)[CH2:34][CH2:35][CH3:36]. (7) Given the reactants CC1C=CC(S([NH:11][C:12]2[CH:13]=[C:14]([C:18]3[CH:19]=[CH:20][C:21]4[N:22]([CH:24]=[C:25]([NH:27][C:28](=[O:30])[CH3:29])[N:26]=4)[N:23]=3)[CH:15]=[CH:16]C=2)(=O)=O)=CC=1.ClC1C=CC2N(C=C(NC(=O)C)N=2)N=1.[F:45]C1C=C(B(O)O)C=CN=1, predict the reaction product. The product is: [F:45][C:12]1[CH:13]=[C:14]([C:18]2[CH:19]=[CH:20][C:21]3[N:22]([CH:24]=[C:25]([NH:27][C:28](=[O:30])[CH3:29])[N:26]=3)[N:23]=2)[CH:15]=[CH:16][N:11]=1. (8) Given the reactants [Cl:1][C:2]1[C:3]([F:24])=[CH:4][C:5]([N:15]2[CH:19]=[C:18]([C:20]([F:23])([F:22])[F:21])[N:17]=[N:16]2)=[C:6]([C:8]2[N:13]=[CH:12][N:11]=[C:10]([OH:14])[CH:9]=2)[CH:7]=1.N[C@@H:26]1[C:42]2[CH:43]=[C:38]([CH:39]=[CH:40][N:41]=2)[C:37]2[N:36]([CH:44]([F:46])[F:45])[N:35]=[CH:34][C:33]=2[NH:32][C:31](=[O:47])[C@H:30]([CH3:48])[CH2:29][CH2:28][CH2:27]1.CN(C(ON1N=NC2C=CC=NC1=2)=[N+](C)C)C.F[P-](F)(F)(F)(F)F.C1CCN2C(=NCCC2)CC1, predict the reaction product. The product is: [Cl:1][C:2]1[C:3]([F:24])=[CH:4][C:5]([N:15]2[CH:19]=[C:18]([C:20]([F:21])([F:22])[F:23])[N:17]=[N:16]2)=[C:6]([C:8]2[N:13]=[CH:12][N:11]([C@@H:26]3[C:42]4[CH:43]=[C:38]([CH:39]=[CH:40][N:41]=4)[C:37]4[N:36]([CH:44]([F:45])[F:46])[N:35]=[CH:34][C:33]=4[NH:32][C:31](=[O:47])[C@H:30]([CH3:48])[CH2:29][CH2:28][CH2:27]3)[C:10](=[O:14])[CH:9]=2)[CH:7]=1.